Dataset: Forward reaction prediction with 1.9M reactions from USPTO patents (1976-2016). Task: Predict the product of the given reaction. (1) Given the reactants CO[CH:3](OC)[N:4]([CH3:6])[CH3:5].[C:9]([O:13][C:14]([N:16]1[CH2:21][CH2:20][N:19]([C:22](=[S:24])[NH2:23])[CH2:18][CH2:17]1)=[O:15])([CH3:12])([CH3:11])[CH3:10].N1(C(OC(C)(C)C)=O)CCNCC1.C(N1C=CN=C1)(N1C=CN=C1)=S.N, predict the reaction product. The product is: [C:9]([O:13][C:14]([N:16]1[CH2:17][CH2:18][N:19]([C:22](=[S:24])[N:23]=[CH:3][N:4]([CH3:6])[CH3:5])[CH2:20][CH2:21]1)=[O:15])([CH3:12])([CH3:10])[CH3:11]. (2) Given the reactants [CH3:1][Si]([N-][Si](C)(C)C)(C)C.[Na+].[CH3:11][C:12]([C:14]1[CH:19]=[CH:18][CH:17]=[C:16]([Br:20])[CH:15]=1)=O, predict the reaction product. The product is: [Br:20][C:16]1[CH:17]=[CH:18][CH:19]=[C:14]([CH2:12][CH:11]=[CH2:1])[CH:15]=1. (3) Given the reactants [NH2:1][C:2]1[CH:7]=[CH:6][CH:5]=[CH:4][C:3]=1[CH:8]1[CH2:13][N:12]2[N:14]=[C:15]([C:19]3[CH:24]=[CH:23][C:22]([O:25][C:26]4[CH:31]=[CH:30][CH:29]=[CH:28][CH:27]=4)=[CH:21][CH:20]=3)[C:16]([C:17]#[N:18])=[C:11]2[NH:10][CH2:9]1.ClCCC(NC1C=C(C2N3N=C(C4C=CC(OC5C=CC=CC=5)=CC=4)C(C(N)=O)=C3NCC2)C=CC=1)=[O:36], predict the reaction product. The product is: [NH2:1][C:2]1[CH:7]=[CH:6][CH:5]=[CH:4][C:3]=1[CH:8]1[CH2:13][N:12]2[N:14]=[C:15]([C:19]3[CH:24]=[CH:23][C:22]([O:25][C:26]4[CH:31]=[CH:30][CH:29]=[CH:28][CH:27]=4)=[CH:21][CH:20]=3)[C:16]([C:17]([NH2:18])=[O:36])=[C:11]2[NH:10][CH2:9]1. (4) The product is: [F:22][C:4]1[CH:3]=[C:2]([NH:1][CH:23]2[CH2:26][CH2:25][CH2:24]2)[CH:7]=[CH:6][C:5]=1[N:8]1[CH2:12][CH2:11][C@H:10]([CH2:13][NH:14][C:15](=[O:21])[O:16][C:17]([CH3:18])([CH3:19])[CH3:20])[CH2:9]1. Given the reactants [NH2:1][C:2]1[CH:7]=[CH:6][C:5]([N:8]2[CH2:12][CH2:11][C@H:10]([CH2:13][NH:14][C:15](=[O:21])[O:16][C:17]([CH3:20])([CH3:19])[CH3:18])[CH2:9]2)=[C:4]([F:22])[CH:3]=1.[C:23]1(=O)[CH2:26][CH2:25][CH2:24]1.C(O[BH-](OC(=O)C)OC(=O)C)(=O)C, predict the reaction product. (5) Given the reactants [Cl:1][C:2]1[C:7]([NH:8]C(=O)C)=[C:6]([O:12][CH3:13])[C:5]([O:14][CH3:15])=[CH:4][CH:3]=1.[OH-].[Na+], predict the reaction product. The product is: [Cl:1][C:2]1[C:7]([NH2:8])=[C:6]([O:12][CH3:13])[C:5]([O:14][CH3:15])=[CH:4][CH:3]=1.